Task: Predict the product of the given reaction.. Dataset: Forward reaction prediction with 1.9M reactions from USPTO patents (1976-2016) (1) Given the reactants Cl[C:2]1[CH:3]=[C:4]([N:14](CC2C=CC(OC)=CC=2)[C:15]2[CH:20]=[CH:19][CH:18]=[CH:17][CH:16]=2)[C:5]2[N:6]([C:8]([C:11]([OH:13])=[O:12])=[CH:9][N:10]=2)[N:7]=1.[F:30][C:31]1[CH:37]=[CH:36][CH:35]=[CH:34][C:32]=1[NH2:33].CCN=C=NCCCN(C)C.[CH:49]1[CH:50]=[CH:51][C:52]2[N:57](O)N=[N:55][C:53]=2[CH:54]=1.C(N(CC)CC)C.[NH2:66][C@H:67]1[CH2:72][CH2:71][C@H:70]([NH2:73])[CH2:69][CH2:68]1, predict the reaction product. The product is: [NH2:55][C@@H:53]1[CH2:54][CH2:49][CH2:50][CH2:51][C@H:52]1[NH:57][C:2]1[CH:3]=[C:4]([NH:14][C:15]2[CH:16]=[CH:17][CH:18]=[CH:19][CH:20]=2)[C:5]2[N:6]([C:8]([C:11]([NH:33][C:32]3[CH:34]=[CH:35][CH:36]=[CH:37][C:31]=3[F:30])=[O:13])=[CH:9][N:10]=2)[N:7]=1.[NH2:66][C@H:67]1[CH2:72][CH2:71][C@H:70]([NH:73][C:2]2[CH:3]=[C:4]([NH:14][C:15]3[CH:16]=[CH:17][CH:18]=[CH:19][CH:20]=3)[C:5]3[N:6]([C:8]([C:11]([NH:33][C:32]4[CH:34]=[CH:35][CH:36]=[CH:37][C:31]=4[F:30])=[O:12])=[CH:9][N:10]=3)[N:7]=2)[CH2:69][CH2:68]1. (2) Given the reactants C(=O)([O-])[O-].[K+].[K+].[Cl:7][C:8]1[N:15]=[C:14](Cl)[C:13]([F:17])=[CH:12][C:9]=1[C:10]#[N:11].[NH2:18][C@@H:19]1[CH2:24][CH2:23][CH2:22][CH2:21][C@@H:20]1[NH:25][C:26](=[O:32])[O:27][C:28]([CH3:31])([CH3:30])[CH3:29], predict the reaction product. The product is: [Cl:7][C:8]1[N:15]=[C:14]([NH:18][C@@H:19]2[CH2:24][CH2:23][CH2:22][CH2:21][C@@H:20]2[NH:25][C:26](=[O:32])[O:27][C:28]([CH3:30])([CH3:29])[CH3:31])[C:13]([F:17])=[CH:12][C:9]=1[C:10]#[N:11]. (3) Given the reactants [CH3:1][S:2]([C:5]([C:8]1[CH:9]=[C:10]2[C:15](=[C:16]([C:18]3[CH:19]=[C:20]([CH:24]([N:26]([C:35]4[CH:40]=[CH:39][C:38]([S:41]([CH3:44])(=O)=O)=[CH:37][CH:36]=4)C(=O)C4C=CC=CC=4)[CH3:25])[CH:21]=[CH:22][CH:23]=3)[CH:17]=1)[N:14]=[CH:13][CH:12]=[CH:11]2)([CH3:7])[CH3:6])(=[O:4])=[O:3].[Cl:45][C:46]1[CH:47]=[C:48]([S:53](Cl)(=[O:55])=[O:54])[CH:49]=[CH:50][C:51]=1[Cl:52], predict the reaction product. The product is: [Cl:45][C:46]1[CH:47]=[C:48]([S:53]([N:26]([CH:24]([C:20]2[CH:21]=[CH:22][CH:23]=[C:18]([C:16]3[CH:17]=[C:8]([C:5]([S:2]([CH3:1])(=[O:4])=[O:3])([CH3:7])[CH3:6])[CH:9]=[C:10]4[C:15]=3[N:14]=[CH:13][CH:12]=[CH:11]4)[CH:19]=2)[CH3:25])[C:35]2[CH:36]=[CH:37][C:38]([S:41][CH3:44])=[CH:39][CH:40]=2)(=[O:55])=[O:54])[CH:49]=[CH:50][C:51]=1[Cl:52]. (4) Given the reactants [Br:1][C:2]1[C:3]([NH2:9])=[C:4]([NH2:8])[CH:5]=[N:6][CH:7]=1.[C:10]([CH3:20])(OCC)([O:14]CC)[O:11]CC, predict the reaction product. The product is: [C:10]([OH:14])(=[O:11])[CH3:20].[Br:1][C:2]1[C:3]2[NH:9][C:10]([CH3:20])=[N:8][C:4]=2[CH:5]=[N:6][CH:7]=1. (5) Given the reactants CC1(C)C(C)(C)OB([C:9]2[CH:14]=[CH:13][C:12]([C:15]3[S:16][CH:17]=[CH:18][C:19]=3[NH:20][S:21]([CH:24]([CH3:26])[CH3:25])(=[O:23])=[O:22])=[CH:11][CH:10]=2)O1.Br[C:29]1[CH:34]=[CH:33][C:32]([C:35](=[O:41])[CH2:36][CH2:37][C:38]([OH:40])=[O:39])=[CH:31][CH:30]=1.C([O-])([O-])=O.[Na+].[Na+].O.[OH-].[Na+].Cl, predict the reaction product. The product is: [O:41]=[C:35]([C:32]1[CH:33]=[CH:34][C:29]([C:9]2[CH:10]=[CH:11][C:12]([C:15]3[S:16][CH:17]=[CH:18][C:19]=3[NH:20][S:21]([CH:24]([CH3:25])[CH3:26])(=[O:22])=[O:23])=[CH:13][CH:14]=2)=[CH:30][CH:31]=1)[CH2:36][CH2:37][C:38]([OH:40])=[O:39]. (6) Given the reactants [CH3:1][C:2]1[CH:16]=[C:15]([CH3:17])[CH:14]=[CH:13][C:3]=1[S:4][C:5]1[CH:12]=[CH:11][C:8]([C:9]#[N:10])=[CH:7][CH:6]=1.C1COCC1.[H-].[Al+3].[Li+].[H-].[H-].[H-].[OH-].[Na+], predict the reaction product. The product is: [CH3:1][C:2]1[CH:16]=[C:15]([CH3:17])[CH:14]=[CH:13][C:3]=1[S:4][C:5]1[CH:12]=[CH:11][C:8]([CH2:9][NH2:10])=[CH:7][CH:6]=1. (7) Given the reactants [C:1]([C:5]1[CH:6]=[CH:7][C:8]([OH:13])=[C:9]([CH:12]=1)[CH:10]=[O:11])([CH3:4])([CH3:3])[CH3:2].N1C=CN=C1.[CH3:19][C:20]([Si:23](Cl)([CH3:25])[CH3:24])([CH3:22])[CH3:21], predict the reaction product. The product is: [C:1]([C:5]1[CH:6]=[CH:7][C:8]([O:13][Si:23]([C:20]([CH3:22])([CH3:21])[CH3:19])([CH3:25])[CH3:24])=[C:9]([CH:12]=1)[CH:10]=[O:11])([CH3:4])([CH3:2])[CH3:3].